This data is from Full USPTO retrosynthesis dataset with 1.9M reactions from patents (1976-2016). The task is: Predict the reactants needed to synthesize the given product. Given the product [CH3:1][CH:2]1[C:6]2[CH:7]=[CH:8][C:9]([C:11]([OH:13])=[O:12])=[CH:10][C:5]=2[O:4][CH2:3]1, predict the reactants needed to synthesize it. The reactants are: [CH3:1][CH:2]1[C:6]2[CH:7]=[CH:8][C:9]([C:11]([O:13]C)=[O:12])=[CH:10][C:5]=2[O:4][CH2:3]1.C(N(CC)CC)C.C1(P(C2C=CC=CC=2)CCCP(C2C=CC=CC=2)C2C=CC=CC=2)C=CC=CC=1.